From a dataset of Reaction yield outcomes from USPTO patents with 853,638 reactions. Predict the reaction yield, written as a fraction of the theoretical maximum amount of product (1.0 means a 100% yield; for example, 0.34 means a 34% yield). The reactants are [S:1]1(=[O:13])(=[O:12])[C:7]2[CH:8]=[CH:9][CH:10]=[CH:11][C:6]=2[CH2:5][CH2:4][CH2:3][CH2:2]1.[CH3:14][NH:15][CH3:16]. No catalyst specified. The product is [CH3:14][N:15]([CH3:16])[C:10]1[CH:9]=[CH:8][C:7]2[S:1](=[O:12])(=[O:13])[CH2:2][CH2:3][CH2:4][CH2:5][C:6]=2[CH:11]=1. The yield is 0.905.